This data is from Full USPTO retrosynthesis dataset with 1.9M reactions from patents (1976-2016). The task is: Predict the reactants needed to synthesize the given product. Given the product [CH:8]([C:7]1[C:6](=[O:11])[N:5]2[N:12]=[CH:13][C:14]([C:15]#[N:16])=[C:4]2[NH:3][C:2]=1[C:24]1[CH:23]=[N:22][N:21]([C:18]2([CH3:17])[CH2:20][CH2:19]2)[CH:25]=1)([CH3:10])[CH3:9], predict the reactants needed to synthesize it. The reactants are: Cl[C:2]1[NH:3][C:4]2[N:5]([N:12]=[CH:13][C:14]=2[C:15]#[N:16])[C:6](=[O:11])[C:7]=1[CH:8]([CH3:10])[CH3:9].[CH3:17][C:18]1([N:21]2[CH:25]=[C:24](B3OC(C)(C)C(C)(C)O3)[CH:23]=[N:22]2)[CH2:20][CH2:19]1.C([O-])([O-])=O.[Na+].[Na+].